This data is from Forward reaction prediction with 1.9M reactions from USPTO patents (1976-2016). The task is: Predict the product of the given reaction. (1) Given the reactants C[C:2]1[C:3](C)=[C:4]([CH:6]=[CH:7][C:8]=1[C:9]([C:12]1[CH:17]=[CH:16][C:15]([OH:18])=[CH:14][CH:13]=1)([CH3:11])[CH3:10])[OH:5].C(=O)(OC1C=CC=CC=1)OC1C=CC=CC=1.[OH-].C[N+](C)(C)C.[OH-].[Na+], predict the reaction product. The product is: [CH3:11][C:9]([C:8]1[CH:2]=[CH:3][C:4]([OH:5])=[CH:6][CH:7]=1)([C:12]1[CH:17]=[CH:16][C:15]([OH:18])=[CH:14][CH:13]=1)[CH3:10]. (2) Given the reactants [Cl:1][C:2]1[N:7]=[C:6]([NH2:8])[N:5]=[C:4]([NH:9][CH2:10][C:11]2[CH:16]=[CH:15][CH:14]=[CH:13][N:12]=2)[C:3]=1[NH2:17].[N:18]([O-])=O.[Na+], predict the reaction product. The product is: [Cl:1][C:2]1[C:3]2[N:17]=[N:18][N:9]([CH2:10][C:11]3[CH:16]=[CH:15][CH:14]=[CH:13][N:12]=3)[C:4]=2[N:5]=[C:6]([NH2:8])[N:7]=1.